Dataset: Catalyst prediction with 721,799 reactions and 888 catalyst types from USPTO. Task: Predict which catalyst facilitates the given reaction. (1) Reactant: [CH3:1][C:2]1([CH2:8][C:9]([F:12])([F:11])[F:10])[CH2:6][O:5][C:4](=[O:7])[NH:3]1.C(O[Cl:18])(C)(C)C. Product: [Cl:18][N:3]1[C:2]([CH3:1])([CH2:8][C:9]([F:12])([F:10])[F:11])[CH2:6][O:5][C:4]1=[O:7]. The catalyst class is: 5. (2) Reactant: C([Li])CCC.[CH:6]1([CH2:9][O:10][C:11]2[CH:16]=[CH:15][C:14](I)=[CH:13][CH:12]=2)[CH2:8][CH2:7]1.[B:18](OC)([O:21]C)[O:19]C. The catalyst class is: 7. Product: [CH:6]1([CH2:9][O:10][C:11]2[CH:16]=[CH:15][C:14]([B:18]([OH:21])[OH:19])=[CH:13][CH:12]=2)[CH2:8][CH2:7]1.